From a dataset of Reaction yield outcomes from USPTO patents with 853,638 reactions. Predict the reaction yield, written as a fraction of the theoretical maximum amount of product (1.0 means a 100% yield; for example, 0.34 means a 34% yield). The reactants are [Br:1][C:2]1[CH:14]=[N:13][C:12]2[C:11]3[CH:10]=[CH:9][C:8]([S:15]([CH3:18])(=[O:17])=[O:16])=[CH:7][C:6]=3[NH:5][C:4]=2[CH:3]=1.[F:19][C:20]1([F:34])[CH2:25][CH2:24][CH:23]([CH:26]([C:28]2[CH:33]=[CH:32][CH:31]=[CH:30][CH:29]=2)O)[CH2:22][CH2:21]1.C1(P(C2C=CC=CC=2)C2C=CC=CC=2)C=CC=CC=1.CC(OC(/N=N/C(OC(C)C)=O)=O)C. The catalyst is ClCCl. The product is [Br:1][C:2]1[CH:14]=[N:13][C:12]2[C:11]3[CH:10]=[CH:9][C:8]([S:15]([CH3:18])(=[O:17])=[O:16])=[CH:7][C:6]=3[N:5]([CH:26]([CH:23]3[CH2:24][CH2:25][C:20]([F:19])([F:34])[CH2:21][CH2:22]3)[C:28]3[CH:33]=[CH:32][CH:31]=[CH:30][CH:29]=3)[C:4]=2[CH:3]=1. The yield is 1.00.